Task: Regression. Given two drug SMILES strings and cell line genomic features, predict the synergy score measuring deviation from expected non-interaction effect.. Dataset: NCI-60 drug combinations with 297,098 pairs across 59 cell lines (1) Drug 1: CCCS(=O)(=O)NC1=C(C(=C(C=C1)F)C(=O)C2=CNC3=C2C=C(C=N3)C4=CC=C(C=C4)Cl)F. Drug 2: C1=NC2=C(N=C(N=C2N1C3C(C(C(O3)CO)O)F)Cl)N. Cell line: OVCAR-5. Synergy scores: CSS=5.46, Synergy_ZIP=2.73, Synergy_Bliss=4.56, Synergy_Loewe=-16.6, Synergy_HSA=-0.629. (2) Drug 1: CN(C)N=NC1=C(NC=N1)C(=O)N. Drug 2: CN1C(=O)N2C=NC(=C2N=N1)C(=O)N. Cell line: OVCAR3. Synergy scores: CSS=4.06, Synergy_ZIP=-1.32, Synergy_Bliss=2.45, Synergy_Loewe=-0.291, Synergy_HSA=0.744. (3) Drug 1: C1C(C(OC1N2C=NC3=C2NC=NCC3O)CO)O. Drug 2: C1C(C(OC1N2C=NC(=NC2=O)N)CO)O. Cell line: NCI/ADR-RES. Synergy scores: CSS=9.45, Synergy_ZIP=-0.161, Synergy_Bliss=1.31, Synergy_Loewe=-1.76, Synergy_HSA=1.30. (4) Drug 1: CC(CN1CC(=O)NC(=O)C1)N2CC(=O)NC(=O)C2. Drug 2: CCC1(CC2CC(C3=C(CCN(C2)C1)C4=CC=CC=C4N3)(C5=C(C=C6C(=C5)C78CCN9C7C(C=CC9)(C(C(C8N6C=O)(C(=O)OC)O)OC(=O)C)CC)OC)C(=O)OC)O.OS(=O)(=O)O. Cell line: HCT-15. Synergy scores: CSS=34.4, Synergy_ZIP=-5.36, Synergy_Bliss=1.50, Synergy_Loewe=0.383, Synergy_HSA=0.390. (5) Drug 1: CNC(=O)C1=NC=CC(=C1)OC2=CC=C(C=C2)NC(=O)NC3=CC(=C(C=C3)Cl)C(F)(F)F. Drug 2: CC1CCCC2(C(O2)CC(NC(=O)CC(C(C(=O)C(C1O)C)(C)C)O)C(=CC3=CSC(=N3)C)C)C. Cell line: U251. Synergy scores: CSS=55.1, Synergy_ZIP=1.16, Synergy_Bliss=-1.03, Synergy_Loewe=-28.7, Synergy_HSA=-0.266. (6) Drug 1: CN(CC1=CN=C2C(=N1)C(=NC(=N2)N)N)C3=CC=C(C=C3)C(=O)NC(CCC(=O)O)C(=O)O. Drug 2: C1CC(=O)NC(=O)C1N2C(=O)C3=CC=CC=C3C2=O. Cell line: BT-549. Synergy scores: CSS=20.0, Synergy_ZIP=-7.00, Synergy_Bliss=-3.79, Synergy_Loewe=-18.8, Synergy_HSA=-3.44. (7) Drug 1: C1=C(C(=O)NC(=O)N1)N(CCCl)CCCl. Drug 2: C1=NC(=NC(=O)N1C2C(C(C(O2)CO)O)O)N. Cell line: UACC62. Synergy scores: CSS=31.8, Synergy_ZIP=-6.96, Synergy_Bliss=3.32, Synergy_Loewe=4.50, Synergy_HSA=5.68. (8) Drug 1: CC1CCC2CC(C(=CC=CC=CC(CC(C(=O)C(C(C(=CC(C(=O)CC(OC(=O)C3CCCCN3C(=O)C(=O)C1(O2)O)C(C)CC4CCC(C(C4)OC)O)C)C)O)OC)C)C)C)OC. Drug 2: C(CCl)NC(=O)N(CCCl)N=O. Cell line: IGROV1. Synergy scores: CSS=24.1, Synergy_ZIP=-6.59, Synergy_Bliss=0.980, Synergy_Loewe=-38.5, Synergy_HSA=2.59. (9) Drug 1: C1CCC(CC1)NC(=O)N(CCCl)N=O. Drug 2: C1=NC2=C(N=C(N=C2N1C3C(C(C(O3)CO)O)O)F)N. Cell line: PC-3. Synergy scores: CSS=4.23, Synergy_ZIP=-6.96, Synergy_Bliss=-9.40, Synergy_Loewe=-9.37, Synergy_HSA=-9.01. (10) Drug 1: CC(C)CN1C=NC2=C1C3=CC=CC=C3N=C2N. Drug 2: COCCOC1=C(C=C2C(=C1)C(=NC=N2)NC3=CC=CC(=C3)C#C)OCCOC.Cl. Cell line: HCT116. Synergy scores: CSS=-5.43, Synergy_ZIP=0.323, Synergy_Bliss=-1.08, Synergy_Loewe=-2.87, Synergy_HSA=-3.29.